This data is from Full USPTO retrosynthesis dataset with 1.9M reactions from patents (1976-2016). The task is: Predict the reactants needed to synthesize the given product. (1) Given the product [CH3:16][C:17]1[C:21]([C:22]2[CH:23]=[C:24]([C:12]3[C:7]([C:1]4[CH:6]=[CH:5][CH:4]=[CH:3][CH:2]=4)=[N:8][CH:9]=[CH:10][CH:11]=3)[C:25]3[N:29]=[C:28]([NH:30][S:31]([CH2:34][CH3:35])(=[O:32])=[O:33])[NH:27][C:26]=3[CH:36]=2)=[C:20]([CH3:48])[O:19][N:18]=1, predict the reactants needed to synthesize it. The reactants are: [C:1]1([C:7]2[C:12](B(O)O)=[CH:11][CH:10]=[CH:9][N:8]=2)[CH:6]=[CH:5][CH:4]=[CH:3][CH:2]=1.[CH3:16][C:17]1[C:21]([C:22]2[CH:23]=[C:24](C3C(C)=CC=C4C=3C=CC=N4)[C:25]3[N:29]=[C:28]([NH:30][S:31]([CH2:34][CH3:35])(=[O:33])=[O:32])[NH:27][C:26]=3[CH:36]=2)=[C:20]([CH3:48])[O:19][N:18]=1. (2) Given the product [CH3:21][O:20][C:14]1[C:13]2([C:30]([O:32][CH2:33][CH3:34])=[O:31])[O:12][C:11]3=[C:6]4[C:5]52[C:17](=[CH:16][CH:15]=1)[CH:18]([CH2:19][C:7]4=[CH:8][CH:9]=[C:10]3[O:22][CH3:23])[N:2]([CH3:1])[CH2:3][CH2:4]5, predict the reactants needed to synthesize it. The reactants are: [CH3:1][N:2]1[C@@H:18]2[CH2:19][C:7]3[CH:8]=[CH:9][C:10]([O:22][CH3:23])=[C:11]4[O:12][C@H:13]5[C:14]([O:20][CH3:21])=[CH:15][CH:16]=[C:17]2[C@:5]5([C:6]=34)[CH2:4][CH2:3]1.[Li+].CCC[CH2-].Cl[C:30]([O:32][CH2:33][CH3:34])=[O:31].[NH4+].[Cl-]. (3) The reactants are: [Br:1][C:2]1[CH:3]=[C:4]([F:9])[C:5]([OH:8])=[N:6][CH:7]=1.IC.[C:12]([O-])([O-])=O.[K+].[K+].O. Given the product [Br:1][C:2]1[CH:3]=[C:4]([F:9])[C:5](=[O:8])[N:6]([CH3:12])[CH:7]=1, predict the reactants needed to synthesize it. (4) Given the product [CH3:1][O:2][C:3](=[O:36])[CH:4]([NH:28][C:29]([O:31][C:32]([CH3:35])([CH3:34])[CH3:33])=[O:30])[CH2:5][C:6]1[CH:11]=[CH:10][C:9]([P:37]([O:41][CH2:42][CH3:43])([O:38][CH2:39][CH3:40])=[O:44])=[C:8]([P:37]([O:49][CH2:50][CH3:51])([O:38][CH2:39][CH3:40])=[O:41])[CH:7]=1, predict the reactants needed to synthesize it. The reactants are: [CH3:1][O:2][C:3](=[O:36])[CH:4]([NH:28][C:29]([O:31][C:32]([CH3:35])([CH3:34])[CH3:33])=[O:30])[CH2:5][C:6]1[CH:11]=[CH:10][C:9](OS(C(F)(F)F)(=O)=O)=[C:8](OS(C(F)(F)F)(=O)=O)[CH:7]=1.[P:37]([O-:44])([O:41][CH2:42][CH3:43])[O:38][CH2:39][CH3:40].CN1[CH2:51][CH2:50][O:49]CC1. (5) Given the product [Cl:1][C:2]1[N:10]=[C:9]2[C:5]([N:6]=[CH:7][N:8]2[CH2:18][CH2:19][O:20][CH:21]2[CH2:26][CH2:25][CH2:24][CH2:23][O:22]2)=[C:4]([N:11]2[CH2:12][CH2:13][O:14][CH2:15][CH2:16]2)[N:3]=1, predict the reactants needed to synthesize it. The reactants are: [Cl:1][C:2]1[N:10]=[C:9]2[C:5]([N:6]=[CH:7][NH:8]2)=[C:4]([N:11]2[CH2:16][CH2:15][O:14][CH2:13][CH2:12]2)[N:3]=1.Br[CH2:18][CH2:19][O:20][CH:21]1[CH2:26][CH2:25][CH2:24][CH2:23][O:22]1.C(=O)([O-])[O-].[K+].[K+]. (6) Given the product [Cl:25][C:9]1[C:10]2[C:5](=[CH:4][C:3]([C:14]#[N:15])=[C:2]([F:1])[CH:11]=2)[C:6]([CH3:13])=[CH:7][N:8]=1, predict the reactants needed to synthesize it. The reactants are: [F:1][C:2]1[CH:11]=[C:10]2[C:5]([C:6]([CH3:13])=[CH:7][N:8]=[C:9]2O)=[CH:4][C:3]=1[C:14]#[N:15].O.C(OCC)(=O)C.O=P(Cl)(Cl)[Cl:25]. (7) Given the product [CH3:1][N:2]([CH3:14])[C:3]1[CH:8]=[C:7]([O:32][CH:33]([CH3:34])[CH3:35])[C:6]([B:11]([OH:13])[OH:12])=[CH:5][N:4]=1, predict the reactants needed to synthesize it. The reactants are: [CH3:1][N:2]([CH3:14])[C:3]1[CH:8]=[C:7](OC)[C:6]([B:11]([OH:13])[OH:12])=[CH:5][N:4]=1.CNC.C([Li])CCC.[CH:33]([O:32]B([O:32][CH:33]([CH3:35])[CH3:34])[O:32][CH:33]([CH3:35])[CH3:34])([CH3:35])[CH3:34]. (8) Given the product [Cl:20][C:21]1[CH:22]=[C:23]([CH:31]=[CH:32][C:33]=1[Cl:34])[CH2:24][N:25]([CH3:30])[CH2:26][CH2:27][CH2:28][NH:29][C:17](=[O:19])[CH2:16][CH2:15][C:13]1[S:12][C:10]2[C:9]([N:14]=1)=[CH:8][CH:7]=[C:6]([NH:5][CH:2]([CH3:3])[CH3:4])[N:11]=2, predict the reactants needed to synthesize it. The reactants are: Cl.[CH:2]([NH:5][C:6]1[N:11]=[C:10]2[S:12][C:13]([CH2:15][CH2:16][C:17]([OH:19])=O)=[N:14][C:9]2=[CH:8][CH:7]=1)([CH3:4])[CH3:3].[Cl:20][C:21]1[CH:22]=[C:23]([CH:31]=[CH:32][C:33]=1[Cl:34])[CH2:24][N:25]([CH3:30])[CH2:26][CH2:27][CH2:28][NH2:29].[OH-].[Na+]. (9) Given the product [O:4]1[C:8]2[CH:9]=[CH:10][CH:11]=[C:12]([N:13]3[CH2:18][CH2:17][N:16]([CH2:19][CH2:20][C@H:21]4[CH2:26][CH2:25][C@H:24]([NH:27][C:30](=[O:31])[C@H:29]([OH:28])[CH:33]([CH3:35])[CH3:34])[CH2:23][CH2:22]4)[CH2:15][CH2:14]3)[C:7]=2[O:6][CH2:5]1, predict the reactants needed to synthesize it. The reactants are: Cl.Cl.Cl.[O:4]1[C:8]2[CH:9]=[CH:10][CH:11]=[C:12]([N:13]3[CH2:18][CH2:17][N:16]([CH2:19][CH2:20][C@H:21]4[CH2:26][CH2:25][C@H:24]([NH2:27])[CH2:23][CH2:22]4)[CH2:15][CH2:14]3)[C:7]=2[O:6][CH2:5]1.[OH:28][C@H:29]([CH:33]([CH3:35])[CH3:34])[C:30](O)=[O:31].